Dataset: NCI-60 drug combinations with 297,098 pairs across 59 cell lines. Task: Regression. Given two drug SMILES strings and cell line genomic features, predict the synergy score measuring deviation from expected non-interaction effect. (1) Drug 1: CCN(CC)CCNC(=O)C1=C(NC(=C1C)C=C2C3=C(C=CC(=C3)F)NC2=O)C. Drug 2: C1CN(P(=O)(OC1)NCCCl)CCCl. Cell line: DU-145. Synergy scores: CSS=-8.44, Synergy_ZIP=4.45, Synergy_Bliss=1.71, Synergy_Loewe=-3.81, Synergy_HSA=-4.56. (2) Drug 2: C1CCC(CC1)NC(=O)N(CCCl)N=O. Synergy scores: CSS=18.4, Synergy_ZIP=-3.10, Synergy_Bliss=1.48, Synergy_Loewe=0.361, Synergy_HSA=2.25. Drug 1: CC1OCC2C(O1)C(C(C(O2)OC3C4COC(=O)C4C(C5=CC6=C(C=C35)OCO6)C7=CC(=C(C(=C7)OC)O)OC)O)O. Cell line: SK-MEL-28. (3) Drug 1: C1CCC(C1)C(CC#N)N2C=C(C=N2)C3=C4C=CNC4=NC=N3. Drug 2: CC1=C(C(CCC1)(C)C)C=CC(=CC=CC(=CC(=O)O)C)C. Cell line: NCI-H322M. Synergy scores: CSS=8.61, Synergy_ZIP=-0.388, Synergy_Bliss=4.06, Synergy_Loewe=4.55, Synergy_HSA=3.96. (4) Drug 1: CN1CCC(CC1)COC2=C(C=C3C(=C2)N=CN=C3NC4=C(C=C(C=C4)Br)F)OC. Drug 2: CNC(=O)C1=CC=CC=C1SC2=CC3=C(C=C2)C(=NN3)C=CC4=CC=CC=N4. Cell line: BT-549. Synergy scores: CSS=2.91, Synergy_ZIP=2.35, Synergy_Bliss=8.06, Synergy_Loewe=4.72, Synergy_HSA=5.08.